Dataset: Catalyst prediction with 721,799 reactions and 888 catalyst types from USPTO. Task: Predict which catalyst facilitates the given reaction. (1) Reactant: [CH3:1][O:2][C:3]([N:5]1[C:13]2[C:8](=[CH:9][CH:10]=[CH:11][CH:12]=2)[C:7](CC(OCC)=O)=[CH:6]1)=[O:4].[Li+].CC([N-]C(C)C)C.IC. Product: [CH3:1][O:2][C:3]([N:5]1[C:13]2[C:8](=[CH:9][CH:10]=[CH:11][CH:12]=2)[CH:7]=[CH:6]1)=[O:4]. The catalyst class is: 1. (2) Reactant: Br[C:2]1[N:6]([CH3:7])[N:5]=[C:4]([C:8]2[CH:13]=[CH:12][C:11]([F:14])=[CH:10][CH:9]=2)[CH:3]=1.[O:15]1[CH2:20][CH:19]=[C:18](B2OC(C)(C)C(C)(C)O2)[CH2:17][CH2:16]1.[O-]P([O-])([O-])=O.[K+].[K+].[K+]. Product: [O:15]1[CH2:16][CH:17]=[C:18]([C:2]2[N:6]([CH3:7])[N:5]=[C:4]([C:8]3[CH:13]=[CH:12][C:11]([F:14])=[CH:10][CH:9]=3)[CH:3]=2)[CH2:19][CH2:20]1. The catalyst class is: 439. (3) Reactant: [Cl:1][C:2]1[CH:7]=[CH:6][C:5]([CH:8]([C:20]2[CH:25]=[CH:24][C:23]([Cl:26])=[CH:22][CH:21]=2)[C:9]2[CH:10]=[C:11]3[C:16](=[CH:17][CH:18]=2)[N:15]=[CH:14][N:13]=[C:12]3Cl)=[CH:4][CH:3]=1.[F:27][C:28]([F:38])([F:37])[C:29]1[CH:30]=[C:31]([CH2:35][NH2:36])[CH:32]=[CH:33][CH:34]=1. Product: [Cl:1][C:2]1[CH:3]=[CH:4][C:5]([CH:8]([C:20]2[CH:25]=[CH:24][C:23]([Cl:26])=[CH:22][CH:21]=2)[C:9]2[CH:10]=[C:11]3[C:16](=[CH:17][CH:18]=2)[N:15]=[CH:14][N:13]=[C:12]3[NH:36][CH2:35][C:31]2[CH:32]=[CH:33][CH:34]=[C:29]([C:28]([F:27])([F:37])[F:38])[CH:30]=2)=[CH:6][CH:7]=1. The catalyst class is: 32.